Task: Predict the reaction yield, written as a fraction of the theoretical maximum amount of product (1.0 means a 100% yield; for example, 0.34 means a 34% yield).. Dataset: Reaction yield outcomes from USPTO patents with 853,638 reactions (1) The reactants are N(C(C)C)[CH:2](C)C.[Li]CCCC.[Cl:13][C:14]1[C:23]2[C:18](=[CH:19][CH:20]=[C:21]([O:24][CH3:25])[CH:22]=2)[CH:17]=[C:16]([Cl:26])[N:15]=1.CI. The catalyst is C1COCC1. The product is [Cl:13][C:14]1[C:23]2[C:18](=[CH:19][CH:20]=[C:21]([O:24][CH3:25])[CH:22]=2)[C:17]([CH3:2])=[C:16]([Cl:26])[N:15]=1. The yield is 0.470. (2) The reactants are [OH:1][NH:2][C:3](=[O:21])[CH2:4][CH2:5][CH2:6][CH2:7][CH2:8]/[CH:9]=[CH:10]/[C:11]1[CH:20]=[CH:19][C:18]2[C:13](=[CH:14][CH:15]=[CH:16][CH:17]=2)[CH:12]=1. The catalyst is CO.[Pd]. The product is [OH:1][NH:2][C:3](=[O:21])[CH2:4][CH2:5][CH2:6][CH2:7][CH2:8][CH2:9][CH2:10][C:11]1[CH:20]=[CH:19][C:18]2[C:13](=[CH:14][CH:15]=[CH:16][CH:17]=2)[CH:12]=1. The yield is 0.970. (3) The product is [C:34]([NH:1][C:2]1[S:3][C:4]2[C:10]([C:11]#[N:12])=[C:9]([O:13][C:14]3[CH:15]=[C:16]([NH:20][C:21](=[O:33])[C:22]4[CH:27]=[CH:26][CH:25]=[C:24]([C:28]([C:31]#[N:32])([CH3:30])[CH3:29])[CH:23]=4)[CH:17]=[CH:18][CH:19]=3)[CH:8]=[CH:7][C:5]=2[N:6]=1)(=[O:36])[CH3:35]. The yield is 0.580. The reactants are [NH2:1][C:2]1[S:3][C:4]2[C:10]([C:11]#[N:12])=[C:9]([O:13][C:14]3[CH:15]=[C:16]([NH:20][C:21](=[O:33])[C:22]4[CH:27]=[CH:26][CH:25]=[C:24]([C:28]([C:31]#[N:32])([CH3:30])[CH3:29])[CH:23]=4)[CH:17]=[CH:18][CH:19]=3)[CH:8]=[CH:7][C:5]=2[N:6]=1.[C:34](Cl)(=[O:36])[CH3:35]. The catalyst is N1C=CC=CC=1. (4) The reactants are C[O:2][C:3](=O)[CH2:4][C:5]([NH:7][C:8]1[CH:13]=[C:12]([F:14])[C:11]([O:15][CH2:16][C:17]2[CH:22]=[CH:21][CH:20]=[C:19]([F:23])[CH:18]=2)=[CH:10][C:9]=1[F:24])=[O:6].[OH-].[NH4+:27]. No catalyst specified. The product is [F:24][C:9]1[CH:10]=[C:11]([O:15][CH2:16][C:17]2[CH:22]=[CH:21][CH:20]=[C:19]([F:23])[CH:18]=2)[C:12]([F:14])=[CH:13][C:8]=1[NH:7][C:5](=[O:6])[CH2:4][C:3]([NH2:27])=[O:2]. The yield is 0.560.